This data is from Full USPTO retrosynthesis dataset with 1.9M reactions from patents (1976-2016). The task is: Predict the reactants needed to synthesize the given product. (1) Given the product [OH:8][CH2:7][C:4]1[S:5][CH:6]=[C:2]([C:9]#[N:10])[CH:3]=1, predict the reactants needed to synthesize it. The reactants are: Br[C:2]1[CH:3]=[C:4]([CH2:7][OH:8])[S:5][CH:6]=1.[CH3:9][N:10](C)C=O. (2) Given the product [N:2]1([CH:8]([C:12]2[CH:17]=[CH:16][C:15]([CH3:18])=[CH:14][CH:13]=2)[C:9]([O:11][C@@H:46]2[CH:47]3[CH2:50][CH2:51][N:44]([CH2:49][CH2:48]3)[CH2:45]2)=[O:10])[CH2:3][CH2:4][CH2:5][CH2:6][CH2:7]1, predict the reactants needed to synthesize it. The reactants are: Cl.[N:2]1([CH:8]([C:12]2[CH:17]=[CH:16][C:15]([CH3:18])=[CH:14][CH:13]=2)[C:9]([OH:11])=[O:10])[CH2:7][CH2:6][CH2:5][CH2:4][CH2:3]1.C1CCC(N=C=NC2CCCCC2)CC1.C1C=CC2N(O)N=NC=2C=1.[N:44]12[CH2:51][CH2:50][CH:47]([CH2:48][CH2:49]1)[C@@H:46](O)[CH2:45]2. (3) Given the product [NH2:26][C:5]1[CH:6]=[C:7]2[C:12]([CH2:11][CH2:10][CH:9]([N:14]3[CH2:19][CH2:18][N:17]([C:20]([O:54][C:51]([CH3:53])([CH3:52])[CH3:50])=[O:25])[CH2:16][CH2:15]3)[CH2:8]2)=[CH:13][C:4]=1[N+:1]([O-:3])=[O:2], predict the reactants needed to synthesize it. The reactants are: [N+:1]([C:4]1[C:5]([N:26]2C(=O)C3C(=CC=CC=3)C2=O)=[CH:6][C:7]2[CH2:8][CH:9]([N:14]3[CH2:19][CH2:18][N:17]([C:20](=[O:25])C(F)(F)F)[CH2:16][CH2:15]3)[CH2:10][CH2:11][C:12]=2[CH:13]=1)([O-:3])=[O:2].NN.C1(=O)OC(=O)C2=CC=CC=C12.[CH3:50][C:51]([O:54]C(OC([O:54][C:51]([CH3:53])([CH3:52])[CH3:50])=O)=O)([CH3:53])[CH3:52].C(=O)(O)[O-].[Na+]. (4) Given the product [C:15]([O:12][C:11]([C:8]1[CH:7]=[CH:6][C:5]([C:3]([O:2][CH3:1])=[O:4])=[CH:10][N:9]=1)=[O:13])([CH3:17])([CH3:16])[CH3:14], predict the reactants needed to synthesize it. The reactants are: [CH3:1][O:2][C:3]([C:5]1[CH:6]=[CH:7][C:8]([C:11]([OH:13])=[O:12])=[N:9][CH:10]=1)=[O:4].[CH3:14][C:15](OC(OC(O[C:15]([CH3:17])([CH3:16])[CH3:14])=O)=O)([CH3:17])[CH3:16].Cl.